From a dataset of Reaction yield outcomes from USPTO patents with 853,638 reactions. Predict the reaction yield, written as a fraction of the theoretical maximum amount of product (1.0 means a 100% yield; for example, 0.34 means a 34% yield). (1) The reactants are [CH3:1][O:2][C:3]1[CH:4]=[C:5]([CH:8]=[CH:9][CH:10]=1)[CH2:6][Cl:7].[ClH:11].Cl.[CH2:13]([N:22]1[CH2:27][CH2:26][NH:25][CH2:24][CH2:23]1)[C:14]([C:16]1[CH:21]=[CH:20][CH:19]=[CH:18][CH:17]=1)=[O:15].C([O-])([O-])=O.[K+].[K+]. The catalyst is CC(C)=O. The product is [ClH:7].[ClH:11].[CH3:1][O:2][C:3]1[CH:4]=[C:5]([CH:8]=[CH:9][CH:10]=1)[CH2:6][N:25]1[CH2:26][CH2:27][N:22]([CH2:13][C:14]([C:16]2[CH:21]=[CH:20][CH:19]=[CH:18][CH:17]=2)=[O:15])[CH2:23][CH2:24]1. The yield is 0.540. (2) The reactants are Cl.[NH2:2][CH2:3][CH2:4][C:5]([O:7][CH2:8][CH3:9])=[O:6].C(N(C(C)C)C(C)C)C.[C:19]([C:22]1[N:27]=[C:26]([C:28]2[CH:33]=[CH:32][C:31]([C:34]3[CH:39]=[CH:38][C:37]([CH2:40][C:41](O)=[O:42])=[CH:36][C:35]=3[Cl:44])=[CH:30][CH:29]=2)[C:25]([CH3:45])=[N:24][C:23]=1[CH3:46])(=[O:21])[NH2:20].Cl.CN(C)CCCN=C=NCC.N1(O)C2C=CC=CC=2N=N1. The catalyst is CN(C=O)C. The product is [C:19]([C:22]1[N:27]=[C:26]([C:28]2[CH:33]=[CH:32][C:31]([C:34]3[CH:39]=[CH:38][C:37]([CH2:40][C:41]([NH:2][CH2:3][CH2:4][C:5]([O:7][CH2:8][CH3:9])=[O:6])=[O:42])=[CH:36][C:35]=3[Cl:44])=[CH:30][CH:29]=2)[C:25]([CH3:45])=[N:24][C:23]=1[CH3:46])(=[O:21])[NH2:20]. The yield is 1.51. (3) The reactants are Br[C:2]1[CH:3]=[CH:4][C:5]([C:8]2[NH:9][C:10]([CH:13]([C:21]3[CH:26]=[CH:25][C:24]([S:27]([CH:30]4[CH2:32][CH2:31]4)(=[O:29])=[O:28])=[CH:23][CH:22]=3)[CH2:14][CH:15]3[CH2:20][CH2:19][O:18][CH2:17][CH2:16]3)=[CH:11][CH:12]=2)=[N:6][CH:7]=1.[SH:33][CH2:34][CH2:35][OH:36]. The catalyst is CN(C)C=O.C(OCC)(=O)C.C1C=CC([P]([Pd]([P](C2C=CC=CC=2)(C2C=CC=CC=2)C2C=CC=CC=2)([P](C2C=CC=CC=2)(C2C=CC=CC=2)C2C=CC=CC=2)[P](C2C=CC=CC=2)(C2C=CC=CC=2)C2C=CC=CC=2)(C2C=CC=CC=2)C2C=CC=CC=2)=CC=1. The product is [CH:30]1([S:27]([C:24]2[CH:25]=[CH:26][C:21]([CH:13]([C:10]3[NH:9][C:8]([C:5]4[N:6]=[CH:7][C:2]([S:33][CH2:34][CH2:35][OH:36])=[CH:3][CH:4]=4)=[CH:12][CH:11]=3)[CH2:14][CH:15]3[CH2:20][CH2:19][O:18][CH2:17][CH2:16]3)=[CH:22][CH:23]=2)(=[O:29])=[O:28])[CH2:32][CH2:31]1. The yield is 0.570. (4) The reactants are [Cl-].O[NH3+:3].[C:4](=[O:7])([O-])[OH:5].[Na+].CS(C)=O.[OH:13][C:14]([CH3:53])([CH3:52])[CH:15]([CH3:51])[O:16][C@H:17]1[CH2:22][CH2:21][C@H:20]([N:23]2[C:28](=[O:29])[C:27]([CH2:30][C:31]3[CH:36]=[CH:35][C:34]([C:37]4[C:38]([C:43]#[N:44])=[CH:39][CH:40]=[CH:41][CH:42]=4)=[CH:33][CH:32]=3)=[C:26]([CH2:45][CH2:46][CH3:47])[N:25]3[N:48]=[CH:49][N:50]=[C:24]23)[CH2:19][CH2:18]1. The catalyst is O.C(OCC)(=O)C. The product is [OH:13][C:14]([CH3:52])([CH3:53])[CH:15]([CH3:51])[O:16][C@H:17]1[CH2:22][CH2:21][C@H:20]([N:23]2[C:28](=[O:29])[C:27]([CH2:30][C:31]3[CH:36]=[CH:35][C:34]([C:37]4[CH:42]=[CH:41][CH:40]=[CH:39][C:38]=4[C:43]4[NH:3][C:4](=[O:7])[O:5][N:44]=4)=[CH:33][CH:32]=3)=[C:26]([CH2:45][CH2:46][CH3:47])[N:25]3[N:48]=[CH:49][N:50]=[C:24]23)[CH2:19][CH2:18]1. The yield is 0.580. (5) The catalyst is O1CCCC1.C(OCC)(=O)C. The reactants are C([Li])CCC.Br[C:7]1[S:11][C:10]([CH:12]2[O:16][CH2:15][CH2:14][O:13]2)=[CH:9][CH:8]=1.[CH3:17][C:18]1[S:22][C:21]([CH:23]=[O:24])=[CH:20][CH:19]=1.O. The yield is 0.417. The product is [O:13]1[CH2:14][CH2:15][O:16][CH:12]1[C:10]1[S:11][C:7]([CH:23]([C:21]2[S:22][C:18]([CH3:17])=[CH:19][CH:20]=2)[OH:24])=[CH:8][CH:9]=1. (6) The catalyst is C1(C)C=CC=CC=1.C(OCC)(=O)C. The product is [N:26]1[CH:31]=[CH:30][CH:29]=[C:28]([C:2]2[CH:10]=[C:9]3[C:5]([CH2:6][C:7](=[O:11])[NH:8]3)=[CH:4][CH:3]=2)[CH:27]=1. The yield is 0.420. The reactants are Br[C:2]1[CH:10]=[C:9]2[C:5]([CH2:6][C:7](=[O:11])[NH:8]2)=[CH:4][CH:3]=1.C(O)C.C(=O)([O-])[O-].[Na+].[Na+].C(O)(O)CC.[N:26]1[CH:31]=[CH:30][CH:29]=[C:28](B(O)O)[CH:27]=1.